This data is from Reaction yield outcomes from USPTO patents with 853,638 reactions. The task is: Predict the reaction yield, written as a fraction of the theoretical maximum amount of product (1.0 means a 100% yield; for example, 0.34 means a 34% yield). The reactants are [C:1]([O:5][C:6](=[O:17])[C:7]1[CH:12]=[CH:11][C:10](F)=[C:9]([CH:14]=O)[C:8]=1[Br:16])([CH3:4])([CH3:3])[CH3:2].O.[NH2:19][NH2:20]. The catalyst is COCCOC. The product is [C:1]([O:5][C:6]([C:7]1[C:8]([Br:16])=[C:9]2[C:10](=[CH:11][CH:12]=1)[NH:20][N:19]=[CH:14]2)=[O:17])([CH3:4])([CH3:3])[CH3:2]. The yield is 1.00.